Task: Predict the reactants needed to synthesize the given product.. Dataset: Full USPTO retrosynthesis dataset with 1.9M reactions from patents (1976-2016) (1) Given the product [C:30]1([C:19]2[C:18]([C:15]3[CH:14]=[CH:13][C:12]([C:8]4([NH:7][C:6](=[O:36])[O:5][C:1]([CH3:4])([CH3:2])[CH3:3])[CH2:11][CH2:10][CH2:9]4)=[CH:17][CH:16]=3)=[N:29][C:22]3[O:23][CH2:24][C:25]4[N:26]([C:11]([CH2:8][CH2:9][CH3:10])=[N:28][N:27]=4)[C:21]=3[CH:20]=2)[CH:31]=[CH:32][CH:33]=[CH:34][CH:35]=1, predict the reactants needed to synthesize it. The reactants are: [C:1]([O:5][C:6](=[O:36])[NH:7][C:8]1([C:12]2[CH:17]=[CH:16][C:15]([C:18]3[C:19]([C:30]4[CH:35]=[CH:34][CH:33]=[CH:32][CH:31]=4)=[CH:20][C:21]4[NH:26]/[C:25](=[N:27]/[NH2:28])/[CH2:24][O:23][C:22]=4[N:29]=3)=[CH:14][CH:13]=2)[CH2:11][CH2:10][CH2:9]1)([CH3:4])([CH3:3])[CH3:2]. (2) Given the product [CH3:1][O:2][C:3]1[CH:8]=[CH:7][C:6]([S:9]([N:12]2[C:20]3[C:15](=[CH:16][CH:17]=[CH:18][CH:19]=3)[C:14]([C:21](=[O:23])[CH3:22])=[CH:13]2)(=[O:10])=[O:11])=[CH:5][C:4]=1[N:24]1[CH2:25][CH2:26][N:27]([CH3:30])[CH2:28][CH2:29]1, predict the reactants needed to synthesize it. The reactants are: [CH3:1][O:2][C:3]1[CH:8]=[CH:7][C:6]([S:9]([N:12]2[C:20]3[C:15](=[CH:16][CH:17]=[CH:18][CH:19]=3)[C:14]([C:21](=[O:23])[CH3:22])=[CH:13]2)(=[O:11])=[O:10])=[CH:5][C:4]=1[N:24]1[CH2:29][CH2:28][NH:27][CH2:26][CH2:25]1.[C:30]([BH3-])#N.[Na+].C=O. (3) The reactants are: [CH2:1]([C:5]1[CH:10]=[CH:9][C:8]([CH:11]([CH3:15])[C:12](Cl)=[O:13])=[CH:7][CH:6]=1)[CH:2]([CH3:4])[CH3:3].Cl.[CH3:17][O:18][C:19](=[O:33])[C@H:20]([CH2:22][CH2:23][CH:24]([C:26]([O:28][C:29]([CH3:32])([CH3:31])[CH3:30])=[O:27])[NH2:25])[NH2:21].C(N(CC)CC)C. Given the product [CH3:17][O:18][C:19](=[O:33])[C@H:20]([CH2:22][CH2:23][CH:24]([C:26]([O:28][C:29]([CH3:31])([CH3:30])[CH3:32])=[O:27])[NH2:25])[NH:21][C:12](=[O:13])[CH:11]([C:8]1[CH:9]=[CH:10][C:5]([CH2:1][CH:2]([CH3:4])[CH3:3])=[CH:6][CH:7]=1)[CH3:15], predict the reactants needed to synthesize it. (4) Given the product [F:6][C:7]1[CH:8]=[C:9]([CH:13]=[CH:14][C:15]=1[CH3:16])[C:10]([O:12][CH3:17])=[O:11], predict the reactants needed to synthesize it. The reactants are: S(=O)(=O)(O)O.[F:6][C:7]1[CH:8]=[C:9]([CH:13]=[CH:14][C:15]=1[CH3:16])[C:10]([OH:12])=[O:11].[C:17](=O)([O-])[O-].[Na+].[Na+].